Dataset: Reaction yield outcomes from USPTO patents with 853,638 reactions. Task: Predict the reaction yield, written as a fraction of the theoretical maximum amount of product (1.0 means a 100% yield; for example, 0.34 means a 34% yield). (1) The product is [Br:1][C:2]1[CH:7]=[CH:6][C:5]([NH:8][C:9]2[O:23][C:13]3[CH:14]=[CH:15][C:16]([O:18][C:19]([F:20])([F:21])[F:22])=[CH:17][C:12]=3[N:11]=2)=[CH:4][CH:3]=1. The reactants are [Br:1][C:2]1[CH:7]=[CH:6][C:5]([N:8]=[C:9]=S)=[CH:4][CH:3]=1.[NH2:11][C:12]1[CH:17]=[C:16]([O:18][C:19]([F:22])([F:21])[F:20])[CH:15]=[CH:14][C:13]=1[OH:23].C(N(CC)CC)C. The catalyst is O1CCCC1.S([O-])([O-])(=O)=O.[Cu+2]. The yield is 0.510. (2) The reactants are [CH3:1][C:2]1[CH:7]=[CH:6][C:5]([SH:8])=[CH:4][CH:3]=1.P([O-])([O-])([O-])=O.[K+].[K+].[K+].CN(C)CC(O)=O.C[O:25][C:26](=[O:47])[C:27]1[CH:32]=[C:31]([S:33](=[O:45])(=[O:44])[NH:34][CH2:35][CH2:36][C:37]2[CH:42]=[CH:41][C:40](I)=[CH:39][CH:38]=2)[CH:30]=[CH:29][C:28]=1[CH3:46]. The catalyst is C(OCC)(=O)C. The product is [CH3:46][C:28]1[CH:29]=[CH:30][C:31]([S:33](=[O:45])(=[O:44])[NH:34][CH2:35][CH2:36][C:37]2[CH:42]=[CH:41][C:40]([S:8][C:5]3[CH:6]=[CH:7][C:2]([CH3:1])=[CH:3][CH:4]=3)=[CH:39][CH:38]=2)=[CH:32][C:27]=1[C:26]([OH:25])=[O:47]. The yield is 0.100. (3) The reactants are [C:1]([CH2:3][C:4]1[C:5]([CH3:15])=[C:6]([N+:12]([O-])=O)[C:7]([CH3:11])=[CH:8][C:9]=1[CH3:10])#[N:2].[Cl-].[NH4+]. The catalyst is CO.[Zn]. The product is [C:1]([CH2:3][C:4]1[C:5]([CH3:15])=[C:6]([C:7]([CH3:11])=[CH:8][C:9]=1[CH3:10])[NH2:12])#[N:2]. The yield is 0.690. (4) The reactants are [N:1]1([C:7]([C:9]2[S:10][CH:11]=[CH:12][CH:13]=2)=[O:8])[CH2:6][CH2:5][NH:4][CH2:3][CH2:2]1.Cl[C:15]1[C:24]2[C:19](=[CH:20][CH:21]=[CH:22][CH:23]=2)[N:18]([CH2:25][C:26]2[CH:31]=[CH:30][C:29]([F:32])=[CH:28][CH:27]=2)[C:17](=[O:33])[C:16]=1[C:34]#[N:35]. The catalyst is C1(C)C=CC=CC=1. The product is [F:32][C:29]1[CH:28]=[CH:27][C:26]([CH2:25][N:18]2[C:19]3[C:24](=[CH:23][CH:22]=[CH:21][CH:20]=3)[C:15]([N:4]3[CH2:5][CH2:6][N:1]([C:7]([C:9]4[S:10][CH:11]=[CH:12][CH:13]=4)=[O:8])[CH2:2][CH2:3]3)=[C:16]([C:34]#[N:35])[C:17]2=[O:33])=[CH:31][CH:30]=1. The yield is 0.970. (5) The reactants are [Br:1][C:2]1[CH:8]=[C:7]([C:9]2[N:10]=[CH:11][O:12][CH:13]=2)[C:6]([O:14][CH3:15])=[CH:5][C:3]=1[NH2:4].[H-].[Na+].Cl[CH2:19][C:20]1[CH:25]=[CH:24][C:23]([O:26][CH3:27])=[CH:22][CH:21]=1. The catalyst is CN(C=O)C. The product is [Br:1][C:2]1[CH:8]=[C:7]([C:9]2[N:10]=[CH:11][O:12][CH:13]=2)[C:6]([O:14][CH3:15])=[CH:5][C:3]=1[N:4]([CH2:19][C:20]1[CH:25]=[CH:24][C:23]([O:26][CH3:27])=[CH:22][CH:21]=1)[CH2:19][C:20]1[CH:25]=[CH:24][C:23]([O:26][CH3:27])=[CH:22][CH:21]=1. The yield is 0.450. (6) The reactants are [CH3:1][O:2][C:3]1[N:8]=[N:7][C:6]([N:9]2[C:13]([C:14]3[CH:19]=[N:18][C:17]([CH3:20])=[CH:16][N:15]=3)=[CH:12][C:11]([C:21]([OH:23])=O)=[N:10]2)=[CH:5][CH:4]=1.[CH2:24]([NH:26][CH2:27][CH3:28])[CH3:25]. No catalyst specified. The product is [CH2:24]([N:26]([CH2:27][CH3:28])[C:21]([C:11]1[CH:12]=[C:13]([C:14]2[CH:19]=[N:18][C:17]([CH3:20])=[CH:16][N:15]=2)[N:9]([C:6]2[N:7]=[N:8][C:3]([O:2][CH3:1])=[CH:4][CH:5]=2)[N:10]=1)=[O:23])[CH3:25]. The yield is 0.670. (7) The reactants are [Br:1][C:2]1[C:3]([F:12])=[C:4]([CH:7]=[CH:8][C:9]=1[O:10][CH3:11])[CH:5]=[O:6].CO.[BH4-].[Na+]. The catalyst is ClCCl. The product is [Br:1][C:2]1[C:3]([F:12])=[C:4]([CH2:5][OH:6])[CH:7]=[CH:8][C:9]=1[O:10][CH3:11]. The yield is 0.570.